This data is from CYP2C9 inhibition data for predicting drug metabolism from PubChem BioAssay. The task is: Regression/Classification. Given a drug SMILES string, predict its absorption, distribution, metabolism, or excretion properties. Task type varies by dataset: regression for continuous measurements (e.g., permeability, clearance, half-life) or binary classification for categorical outcomes (e.g., BBB penetration, CYP inhibition). Dataset: cyp2c9_veith. The molecule is O=C(N/N=C/c1c[nH]c2ccccc12)c1ccn(Cc2ccc(Cl)cc2Cl)n1. The result is 1 (inhibitor).